Task: Predict which catalyst facilitates the given reaction.. Dataset: Catalyst prediction with 721,799 reactions and 888 catalyst types from USPTO (1) Reactant: [NH:1]([C:13]([O:15][C:16]([CH3:19])([CH3:18])[CH3:17])=[O:14])[C@H:2]([C:10]([OH:12])=O)[CH2:3][S:4][CH2:5][NH:6][C:7]([CH3:9])=[O:8].CN1CCOCC1.[NH2:27][C@H:28]([C:36]([O:38][CH3:39])=[O:37])[CH2:29][C:30]1[CH:35]=[CH:34][CH:33]=[CH:32][CH:31]=1.Cl. Product: [NH:1]([C:13]([O:15][C:16]([CH3:19])([CH3:18])[CH3:17])=[O:14])[C@H:2]([C:10]([NH:27][C@H:28]([C:36]([O:38][CH3:39])=[O:37])[CH2:29][C:30]1[CH:35]=[CH:34][CH:33]=[CH:32][CH:31]=1)=[O:12])[CH2:3][S:4][CH2:5][NH:6][C:7]([CH3:9])=[O:8]. The catalyst class is: 774. (2) Reactant: [CH2:1]([O:4][C:5]([NH:7][C@H:8]([C:48]([OH:50])=O)[CH2:9][C:10]1[CH:15]=[CH:14][C:13]([N:16]([C:26]2[CH:31]=[CH:30][CH:29]=[CH:28][C:27]=2[C:32]([O:34][CH:35]([C:42]2[CH:47]=[CH:46][CH:45]=[CH:44][CH:43]=2)[C:36]2[CH:41]=[CH:40][CH:39]=[CH:38][CH:37]=2)=[O:33])[C:17](=[O:25])[C:18]([O:20][C:21]([CH3:24])([CH3:23])[CH3:22])=[O:19])=[CH:12][CH:11]=1)=[O:6])[CH:2]=[CH2:3].CN(C(ON1N=NC2C=CC=CC1=2)=[N+](C)C)C.[B-](F)(F)(F)F.C1C=CC2N(O)N=NC=2C=1.[NH2:83][CH2:84][CH2:85][CH2:86][CH2:87][O:88][C:89]1[CH:98]=[CH:97][CH:96]=[C:95]([OH:99])[C:90]=1[C:91]([O:93][CH3:94])=[O:92].C(N(CC)CC)C. Product: [CH2:1]([O:4][C:5]([NH:7][C@H:8]([C:48]([NH:83][CH2:84][CH2:85][CH2:86][CH2:87][O:88][C:89]1[CH:98]=[CH:97][CH:96]=[C:95]([OH:99])[C:90]=1[C:91]([O:93][CH3:94])=[O:92])=[O:50])[CH2:9][C:10]1[CH:11]=[CH:12][C:13]([N:16]([C:26]2[CH:31]=[CH:30][CH:29]=[CH:28][C:27]=2[C:32]([O:34][CH:35]([C:42]2[CH:43]=[CH:44][CH:45]=[CH:46][CH:47]=2)[C:36]2[CH:37]=[CH:38][CH:39]=[CH:40][CH:41]=2)=[O:33])[C:17](=[O:25])[C:18]([O:20][C:21]([CH3:23])([CH3:24])[CH3:22])=[O:19])=[CH:14][CH:15]=1)=[O:6])[CH:2]=[CH2:3]. The catalyst class is: 18. (3) Reactant: [Cl:1][C:2]1[CH:26]=[C:25]([O:27][CH3:28])[C:24]([OH:29])=[CH:23][C:3]=1[C:4]([N:6]([CH:20]([CH3:22])[CH3:21])[C@@H:7]1[CH2:12][CH2:11][CH2:10][N:9]([C:13]([O:15][C:16]([CH3:19])([CH3:18])[CH3:17])=[O:14])[CH2:8]1)=[O:5].[H-].[Na+].[CH3:32][O:33][C:34](=[O:40])[NH:35][CH2:36][CH2:37][CH2:38]Br.[Cl-].[NH4+]. The catalyst class is: 9. Product: [Cl:1][C:2]1[CH:26]=[C:25]([O:27][CH3:28])[C:24]([O:29][CH2:38][CH2:37][CH2:36][NH:35][C:34]([O:33][CH3:32])=[O:40])=[CH:23][C:3]=1[C:4]([N:6]([CH:20]([CH3:22])[CH3:21])[C@@H:7]1[CH2:12][CH2:11][CH2:10][N:9]([C:13]([O:15][C:16]([CH3:18])([CH3:17])[CH3:19])=[O:14])[CH2:8]1)=[O:5]. (4) Reactant: ClC1C=C([C:8]2[CH:13]=[CH:12][C:11]([NH:14][C:15]([NH:17][C:18]3[CH:23]=[CH:22][C:21]([O:24][C:25]4[CH:30]=[CH:29][N:28]=[C:27]([NH:31]CCCCN(C)C)[N:26]=4)=[CH:20][C:19]=3C)=[O:16])=[CH:10][C:9]=2[C:40]([F:43])([F:42])[F:41])C=CC=1.N[C:62]1[CH:61]=[CH:60][C:59]([O:63][C:64]2C=CN=C(N[C:57]3[CH:62]=[CH:61][CH:60]=[C:59]([O:63][CH3:64])[CH:58]=3)N=2)=[CH:58][C:57]=1C.[CH3:68][N:69]1[CH2:74][CH2:73][N:72]([CH2:75]C2C=CC(N)=CC=2C(F)(F)F)[CH2:71][CH2:70]1. Product: [CH3:64][O:63][C:59]1[CH:60]=[C:61]([NH:31][C:27]2[N:26]=[C:25]([O:24][C:21]3[CH:22]=[CH:23][C:18]([NH:17][C:15]([NH:14][C:11]4[CH:12]=[CH:13][C:8]([CH2:68][N:69]5[CH2:74][CH2:73][N:72]([CH3:75])[CH2:71][CH2:70]5)=[C:9]([C:40]([F:41])([F:42])[F:43])[CH:10]=4)=[O:16])=[CH:19][CH:20]=3)[CH:30]=[CH:29][N:28]=2)[CH:62]=[CH:57][CH:58]=1. The catalyst class is: 61. (5) Reactant: [CH:1]1([N:6]2[CH:14]=[C:13]3[C:8]([N:9]([CH2:26][CH2:27][CH3:28])[C:10](=[O:25])[N:11](CC4C=CC(OC)=CC=4)[C:12]3=[O:15])=[N:7]2)[CH2:5][CH2:4][CH2:3][CH2:2]1.[N+]([O-])([O-])=O.[Ce+4].[NH4+].[NH4+].[N+]([O-])([O-])=O.[N+]([O-])([O-])=O.[N+]([O-])([O-])=O.[N+]([O-])([O-])=O.[N+]([O-])([O-])=O. Product: [CH:1]1([N:6]2[CH:14]=[C:13]3[C:8]([N:9]([CH2:26][CH2:27][CH3:28])[C:10](=[O:25])[NH:11][C:12]3=[O:15])=[N:7]2)[CH2:2][CH2:3][CH2:4][CH2:5]1. The catalyst class is: 47. (6) Reactant: [N:1]1([C:5]([C:7]2[CH:34]=[CH:33][C:10]([O:11][C:12]3[CH:13]=[C:14]([CH:18]=[C:19]([O:21][C@@H:22]([CH3:32])[CH2:23][O:24][Si:25]([C:28]([CH3:31])([CH3:30])[CH3:29])([CH3:27])[CH3:26])[CH:20]=3)[C:15]([OH:17])=[O:16])=[C:9](Cl)[CH:8]=2)=[O:6])[CH2:4][CH2:3][CH2:2]1.C(N(CC)CC)C. Product: [N:1]1([C:5]([C:7]2[CH:8]=[CH:9][C:10]([O:11][C:12]3[CH:13]=[C:14]([CH:18]=[C:19]([O:21][C@@H:22]([CH3:32])[CH2:23][O:24][Si:25]([C:28]([CH3:29])([CH3:31])[CH3:30])([CH3:26])[CH3:27])[CH:20]=3)[C:15]([OH:17])=[O:16])=[CH:33][CH:34]=2)=[O:6])[CH2:4][CH2:3][CH2:2]1. The catalyst class is: 92. (7) Reactant: I[CH2:2][CH3:3].[Br:4][C:5]1[C:6]([C:14]2[CH:19]=[CH:18][C:17]([F:20])=[CH:16][CH:15]=2)=[N:7][C:8]([OH:13])=[C:9]([CH:12]=1)[C:10]#[N:11].C(=O)([O-])[O-].[K+].[K+].CN(C=O)C. Product: [Br:4][C:5]1[C:6]([C:14]2[CH:19]=[CH:18][C:17]([F:20])=[CH:16][CH:15]=2)=[N:7][C:8]([O:13][CH2:2][CH3:3])=[C:9]([CH:12]=1)[C:10]#[N:11]. The catalyst class is: 6.